From a dataset of Forward reaction prediction with 1.9M reactions from USPTO patents (1976-2016). Predict the product of the given reaction. The product is: [S:24]1[C:19]2[CH:20]=[CH:21][CH:22]=[CH:23][C:18]=2[N:17]=[C:14]1[C:13]1[N:12]=[CH:11][N:8]2[C:9](=[O:10])[N:4]([CH2:3][O:2][CH3:1])[N:5]=[N:6][C:7]=12. Given the reactants [CH3:1][O:2][CH2:3][N:4]1[C:9](=[O:10])[N:8]2[CH:11]=[N:12][C:13]([C:14](O)=O)=[C:7]2[N:6]=[N:5]1.[NH2:17][C:18]1[CH:23]=[CH:22][CH:21]=[CH:20][C:19]=1[SH:24], predict the reaction product.